Dataset: Full USPTO retrosynthesis dataset with 1.9M reactions from patents (1976-2016). Task: Predict the reactants needed to synthesize the given product. (1) Given the product [O:19]1[CH2:20][CH2:21][N:14]([C@H:11]2[CH2:10][CH2:9][C@H:8]([NH:7][C:6](=[O:15])[O:5][C:1]([CH3:4])([CH3:2])[CH3:3])[CH2:13][CH2:12]2)[CH2:17][CH2:18]1, predict the reactants needed to synthesize it. The reactants are: [C:1]([O:5][C:6](=[O:15])[NH:7][CH:8]1[CH2:13][CH2:12][CH:11]([NH2:14])[CH2:10][CH2:9]1)([CH3:4])([CH3:3])[CH3:2].Br[CH2:17][CH2:18][O:19][CH2:20][CH2:21]Br.C(N(CC)CC)C. (2) The reactants are: [NH2:1][C:2]1[CH:7]=[CH:6][C:5]([C:8]2[C:16]3[C:11](=[N:12][CH:13]=[N:14][C:15]=3[NH2:17])[N:10]([CH:18]3[CH2:23][CH2:22][N:21]([CH:24]4[CH2:29][CH2:28][N:27]([CH3:30])[CH2:26][CH2:25]4)[CH2:20][CH2:19]3)[N:9]=2)=[CH:4][C:3]=1[O:31][CH3:32].[C:33]1([C@@H:39]([CH3:44])[CH2:40][C:41](Cl)=[O:42])[CH:38]=[CH:37][CH:36]=[CH:35][CH:34]=1.[OH-].[Na+]. Given the product [OH-:31].[NH4+:1].[NH2:17][C:15]1[N:14]=[CH:13][N:12]=[C:11]2[N:10]([CH:18]3[CH2:23][CH2:22][N:21]([CH:24]4[CH2:29][CH2:28][N:27]([CH3:30])[CH2:26][CH2:25]4)[CH2:20][CH2:19]3)[N:9]=[C:8]([C:5]3[CH:6]=[CH:7][C:2]([NH:1][C:41](=[O:42])[CH2:40][C@@H:39]([C:33]4[CH:38]=[CH:37][CH:36]=[CH:35][CH:34]=4)[CH3:44])=[C:3]([O:31][CH3:32])[CH:4]=3)[C:16]=12, predict the reactants needed to synthesize it. (3) Given the product [F:1][C:2]1[CH:3]=[CH:4][C:5]([N:8]2[C:16]3[C:11](=[CH:12][C:13]([C:17]([CH3:26])([CH3:25])[C:18]([CH3:24])([CH3:23])[C:19]([OH:21])=[O:20])=[CH:14][CH:15]=3)[CH:10]=[N:9]2)=[CH:6][CH:7]=1, predict the reactants needed to synthesize it. The reactants are: [F:1][C:2]1[CH:7]=[CH:6][C:5]([N:8]2[C:16]3[C:11](=[CH:12][C:13]([C:17]([CH3:26])([CH3:25])[C:18]([CH3:24])([CH3:23])[C:19]([O:21]C)=[O:20])=[CH:14][CH:15]=3)[CH:10]=[N:9]2)=[CH:4][CH:3]=1.[I-].[Li+].[C-]#N.[Na+]. (4) Given the product [CH2:34]([O:36][C:37](=[O:63])[C:38]1[CH:43]=[CH:42][CH:41]=[C:40]([O:44][C:45]2[C:50]([C:51](=[O:62])[NH:52][CH2:53][C:54]3[CH:55]=[CH:56][C:57]([CH2:60][NH:61][C:5](=[O:6])[C:4]4[CH:8]=[CH:9][CH:10]=[C:2]([OH:1])[CH:3]=4)=[CH:58][CH:59]=3)=[CH:49][CH:48]=[CH:47][N:46]=2)[CH:39]=1)[CH3:35], predict the reactants needed to synthesize it. The reactants are: [OH:1][C:2]1[CH:3]=[C:4]([CH:8]=[CH:9][CH:10]=1)[C:5](O)=[O:6].ON1C2C=CC=CC=2N=N1.Cl.CN(C)CCCN=C=NCC.Cl.[CH2:34]([O:36][C:37](=[O:63])[C:38]1[CH:43]=[CH:42][CH:41]=[C:40]([O:44][C:45]2[C:50]([C:51](=[O:62])[NH:52][CH2:53][C:54]3[CH:59]=[CH:58][C:57]([CH2:60][NH2:61])=[CH:56][CH:55]=3)=[CH:49][CH:48]=[CH:47][N:46]=2)[CH:39]=1)[CH3:35].CN1CCOCC1. (5) Given the product [NH2:1][C:2]1[C:12]([C:32]#[N:33])=[C:11]([CH2:14][N:15]2[CH2:19][CH2:18][C@@H:17]([NH:20][C:21]([O:23][C:24]([CH3:27])([CH3:26])[CH3:25])=[O:22])[CH2:16]2)[C:10]([C:28]([F:31])([F:30])[F:29])=[CH:9][C:3]=1[C:4]([O:6][CH2:7][CH3:8])=[O:5], predict the reactants needed to synthesize it. The reactants are: [NH2:1][C:2]1[C:12](Br)=[C:11]([CH2:14][N:15]2[CH2:19][CH2:18][C@@H:17]([NH:20][C:21]([O:23][C:24]([CH3:27])([CH3:26])[CH3:25])=[O:22])[CH2:16]2)[C:10]([C:28]([F:31])([F:30])[F:29])=[CH:9][C:3]=1[C:4]([O:6][CH2:7][CH3:8])=[O:5].[CH3:32][N:33](C=O)C.